This data is from Catalyst prediction with 721,799 reactions and 888 catalyst types from USPTO. The task is: Predict which catalyst facilitates the given reaction. (1) Reactant: [CH2:1]([NH:6][C:7]1[CH:12]=[CH:11][C:10]([N+:13]([O-])=O)=[C:9]([O:16][CH3:17])[CH:8]=1)[CH2:2][CH:3]([CH3:5])[CH3:4].[H][H]. Product: [CH2:1]([NH:6][C:7]1[CH:12]=[CH:11][C:10]([NH2:13])=[C:9]([O:16][CH3:17])[CH:8]=1)[CH2:2][CH:3]([CH3:5])[CH3:4]. The catalyst class is: 78. (2) Reactant: [NH2:1][C:2]12[C:20](=[O:21])[C:19]3[C:14](=[CH:15][CH:16]=[CH:17][CH:18]=3)[C:3]1([OH:22])[O:4][C:5]1[CH:10]=[C:9]([CH:11]([CH3:13])[CH3:12])[CH:8]=[CH:7][C:6]=12.[C:23](O)(=[O:29])[CH2:24][CH2:25][C:26]([OH:28])=[O:27]. Product: [OH:22][C:3]12[C:14]3[C:19](=[CH:18][CH:17]=[CH:16][CH:15]=3)[C:20](=[O:21])[C:2]1([NH:1][C:23](=[O:29])[CH2:24][CH2:25][C:26]([OH:28])=[O:27])[C:6]1[CH:7]=[CH:8][C:9]([CH:11]([CH3:13])[CH3:12])=[CH:10][C:5]=1[O:4]2. The catalyst class is: 251. (3) Reactant: [C:1]([C:3]1[C:4]([C:23]2[CH:28]=[CH:27][C:26]([CH3:29])=[CH:25][CH:24]=2)=[C:5]([C:14]2[O:15][CH2:16][CH:17]([C:19]([O:21][CH3:22])=[O:20])[N:18]=2)[C:6]([CH3:13])=[N:7][C:8]=1[CH2:9][CH:10]([CH3:12])[CH3:11])#[N:2].C1CCN2C(=NCCC2)CC1.BrC(Cl)(Cl)Cl. Product: [C:1]([C:3]1[C:4]([C:23]2[CH:28]=[CH:27][C:26]([CH3:29])=[CH:25][CH:24]=2)=[C:5]([C:14]2[O:15][CH:16]=[C:17]([C:19]([O:21][CH3:22])=[O:20])[N:18]=2)[C:6]([CH3:13])=[N:7][C:8]=1[CH2:9][CH:10]([CH3:11])[CH3:12])#[N:2]. The catalyst class is: 96. (4) Reactant: [CH:1]12[O:6][CH:5]1[CH2:4][N:3]([C:7]([O:9][C:10]([CH3:13])([CH3:12])[CH3:11])=[O:8])[CH2:2]2.CO.[N-:16]=[N+:17]=[N-:18].[Na+].[Cl-].[NH4+]. Product: [N:16]([C@@H:1]1[C@@H:5]([OH:6])[CH2:4][N:3]([C:7]([O:9][C:10]([CH3:13])([CH3:12])[CH3:11])=[O:8])[CH2:2]1)=[N+:17]=[N-:18]. The catalyst class is: 6. (5) Product: [F:31][C:28]1[CH:29]=[CH:30][C:25]([O:24][C:22](=[O:23])[N:21]([C@@H:19]2[C@@H:18]([C:34]3[CH:39]=[CH:38][C:37]([Cl:40])=[CH:36][CH:35]=3)[CH2:17][N:16]([C:14]([CH:11]3[CH2:12][CH2:13][NH:8][CH2:9][CH2:10]3)=[O:15])[CH2:20]2)[CH2:32][CH3:33])=[CH:26][CH:27]=1. Reactant: C(OC([N:8]1[CH2:13][CH2:12][CH:11]([C:14]([N:16]2[CH2:20][C@H:19]([N:21]([CH2:32][CH3:33])[C:22]([O:24][C:25]3[CH:30]=[CH:29][C:28]([F:31])=[CH:27][CH:26]=3)=[O:23])[C@@H:18]([C:34]3[CH:39]=[CH:38][C:37]([Cl:40])=[CH:36][CH:35]=3)[CH2:17]2)=[O:15])[CH2:10][CH2:9]1)=O)(C)(C)C.C(O)(C(F)(F)F)=O.O.[OH-].[Na+]. The catalyst class is: 2. (6) Reactant: S(Cl)([Cl:4])(=O)=O.[Cl:6][C:7]1[CH:12]=[C:11]([C:13]([F:16])([F:15])[F:14])[CH:10]=[C:9]([Cl:17])[C:8]=1[O:18][C:19]1[CH:23]=[C:22]([CH3:24])[NH:21][N:20]=1. Product: [Cl:4][C:23]1[C:19]([O:18][C:8]2[C:7]([Cl:6])=[CH:12][C:11]([C:13]([F:16])([F:14])[F:15])=[CH:10][C:9]=2[Cl:17])=[N:20][NH:21][C:22]=1[CH3:24]. The catalyst class is: 15. (7) Reactant: [CH3:1][N:2](C1C=CC=CN=1)C.[CH2:10]1[C:19]2[C:14](=[CH:15][CH:16]=[CH:17][CH:18]=2)[CH2:13][CH2:12][N:11]1[C:20]1[N:21]=[C:22](NC)[CH:23]=[C:24]2[C:28]([CH3:29])=[C:27]([CH3:30])[NH:26][C:25]=12.[C:33](O[C:33]([O:35][C:36]([CH3:39])([CH3:38])[CH3:37])=[O:34])([O:35][C:36]([CH3:39])([CH3:38])[CH3:37])=[O:34]. Product: [C:36]([O:35][C:33](=[O:34])[NH:2][CH2:1][C:22]1[CH:23]=[C:24]2[C:28]([CH3:29])=[C:27]([CH3:30])[NH:26][C:25]2=[C:20]([N:11]2[CH2:10][CH2:19][C:18]3[C:13](=[CH:14][CH:15]=[CH:16][CH:17]=3)[CH2:12]2)[N:21]=1)([CH3:39])([CH3:38])[CH3:37]. The catalyst class is: 7. (8) Reactant: [Cl:1][C:2]1[CH:7]=[CH:6][CH:5]=[CH:4][C:3]=1[C:8]1[N+:9]([O-])=[CH:10][C:11]2[C:16]([CH:17]=1)=[CH:15][N:14]=[C:13]([NH:18][C:19]([CH:21]1[CH2:23][CH2:22]1)=[O:20])[CH:12]=2.P(Cl)(Cl)Cl. Product: [Cl:1][C:2]1[CH:7]=[CH:6][CH:5]=[CH:4][C:3]=1[C:8]1[CH:17]=[C:16]2[C:11]([CH:12]=[C:13]([NH:18][C:19]([CH:21]3[CH2:22][CH2:23]3)=[O:20])[N:14]=[CH:15]2)=[CH:10][N:9]=1. The catalyst class is: 4. (9) Reactant: [Cl:1][C:2]1[C:3]([C:19]([N:21]2[CH2:26][CH2:25][O:24][CH2:23][CH2:22]2)=[O:20])=[CH:4][C:5]([O:11][CH2:12][C:13]2[CH:18]=[CH:17][CH:16]=[CH:15][CH:14]=2)=[C:6]([CH:10]=1)[C:7](O)=[O:8].C(N(C(C)C)CC)(C)C.CN(C(O[N:44]1[N:52]=[N:51][C:46]2[CH:47]=[CH:48]C=N[C:45]1=2)=[N+](C)C)C.F[P-](F)(F)(F)(F)F.NC1C=CN=NC=1. Product: [Cl:1][C:2]1[C:3]([C:19]([N:21]2[CH2:26][CH2:25][O:24][CH2:23][CH2:22]2)=[O:20])=[CH:4][C:5]([O:11][CH2:12][C:13]2[CH:18]=[CH:17][CH:16]=[CH:15][CH:14]=2)=[C:6]([CH:10]=1)[C:7]([NH:51][C:46]1[CH:47]=[CH:48][N:52]=[N:44][CH:45]=1)=[O:8]. The catalyst class is: 9. (10) Reactant: [F:1][C:2]1[CH:3]=[C:4]([CH:15]=[CH:16][CH:17]=1)[CH2:5][C:6]1[CH:14]=[CH:13][C:9]([C:10]([OH:12])=O)=[CH:8][CH:7]=1.Cl.[Cl:19][C:20]1[CH:21]=[C:22]2[C:26](=[CH:27][CH:28]=1)[NH:25][C:24]([CH3:29])=[C:23]2[CH2:30][CH2:31][NH2:32].CN(C(ON1N=NC2C=CC=NC1=2)=[N+](C)C)C.F[P-](F)(F)(F)(F)F.C(N(CC)C(C)C)(C)C. Product: [Cl:19][C:20]1[CH:21]=[C:22]2[C:26](=[CH:27][CH:28]=1)[NH:25][C:24]([CH3:29])=[C:23]2[CH2:30][CH2:31][NH:32][C:10](=[O:12])[C:9]1[CH:8]=[CH:7][C:6]([CH2:5][C:4]2[CH:15]=[CH:16][CH:17]=[C:2]([F:1])[CH:3]=2)=[CH:14][CH:13]=1. The catalyst class is: 3.